This data is from Reaction yield outcomes from USPTO patents with 853,638 reactions. The task is: Predict the reaction yield, written as a fraction of the theoretical maximum amount of product (1.0 means a 100% yield; for example, 0.34 means a 34% yield). The reactants are [N:1]1[CH:6]=[CH:5][CH:4]=[CH:3][C:2]=1[C:7]1[C:11]([CH2:12][O:13][C:14]2[CH:22]=[CH:21][C:17]([C:18]([OH:20])=O)=[CH:16][N:15]=2)=[CH:10][O:9][N:8]=1.[CH:23]([NH2:26])([CH3:25])[CH3:24]. No catalyst specified. The product is [CH:23]([NH:26][C:18](=[O:20])[C:17]1[CH:21]=[CH:22][C:14]([O:13][CH2:12][C:11]2[C:7]([C:2]3[CH:3]=[CH:4][CH:5]=[CH:6][N:1]=3)=[N:8][O:9][CH:10]=2)=[N:15][CH:16]=1)([CH3:25])[CH3:24]. The yield is 0.950.